Dataset: Forward reaction prediction with 1.9M reactions from USPTO patents (1976-2016). Task: Predict the product of the given reaction. (1) Given the reactants [O:1]=[C:2]1[C:10](=[O:11])[C:9]2[C:4](=[CH:5][CH:6]=[C:7]([S:12](Cl)(=[O:14])=[O:13])[CH:8]=2)[NH:3]1.C[CH2:17][N:18](C(C)C)[CH:19](C)C.CNC, predict the reaction product. The product is: [CH3:17][N:18]([CH3:19])[S:12]([C:7]1[CH:8]=[C:9]2[C:4](=[CH:5][CH:6]=1)[NH:3][C:2](=[O:1])[C:10]2=[O:11])(=[O:14])=[O:13]. (2) Given the reactants C([C:3]1[CH:12]=[CH:11][C:6]([C:7]([O:9][CH3:10])=[O:8])=[CH:5][CH:4]=1)=O.[CH:13]([O:18][CH3:19])([O:16][CH3:17])OC, predict the reaction product. The product is: [CH3:19][O:18][CH:13]([O:16][CH3:17])[C:3]1[CH:12]=[CH:11][C:6]([C:7]([O:9][CH3:10])=[O:8])=[CH:5][CH:4]=1. (3) Given the reactants [CH2:1]([O:3][C:4]([C:6]1[NH:7][N:8]=[C:9]([C:11]([CH3:14])([CH3:13])[CH3:12])[CH:10]=1)=[O:5])[CH3:2].C([O-])([O-])=O.[K+].[K+].Br[CH2:22][CH2:23][O:24][CH2:25][C:26]1[CH:31]=[CH:30][CH:29]=[CH:28][CH:27]=1.CCOC(C)=O, predict the reaction product. The product is: [CH2:1]([O:3][C:4]([C:6]1[N:7]([CH2:22][CH2:23][O:24][CH2:25][C:26]2[CH:31]=[CH:30][CH:29]=[CH:28][CH:27]=2)[N:8]=[C:9]([C:11]([CH3:13])([CH3:12])[CH3:14])[CH:10]=1)=[O:5])[CH3:2]. (4) Given the reactants [Se].CN(CCOC1C=CC(NS(C)(=O)=O)=CC=1)CCC1C=CC(NS(C)(=O)=O)=CC=1.Cl.[CH3:32][NH:33][CH2:34][CH2:35][C:36]1[CH:41]=[CH:40][C:39]([N+:42]([O-:44])=[O:43])=[CH:38][CH:37]=1.Cl[CH2:46][CH2:47][O:48][C:49]1[CH:54]=[CH:53][C:52]([N+:55]([O-:57])=[O:56])=[CH:51][CH:50]=1.C(=O)([O-])[O-].[K+].[K+].[I-].[K+], predict the reaction product. The product is: [CH3:32][N:33]([CH2:34][CH2:35][C:36]1[CH:41]=[CH:40][C:39]([N+:42]([O-:44])=[O:43])=[CH:38][CH:37]=1)[CH2:46][CH2:47][O:48][C:49]1[CH:50]=[CH:51][C:52]([N+:55]([O-:57])=[O:56])=[CH:53][CH:54]=1. (5) Given the reactants [CH2:1]([O:3][C:4]([N:6]1[CH2:11][CH2:10][N:9]([CH:12]([CH2:22][O:23][Si](C(C)C)(C(C)C)C(C)C)[C:13]#[C:14][C:15]2[CH:20]=[CH:19][CH:18]=[C:17]([Cl:21])[CH:16]=2)[CH2:8][CH2:7]1)=[O:5])[CH3:2].[F-].C([N+](CCCC)(CCCC)CCCC)CCC, predict the reaction product. The product is: [CH2:1]([O:3][C:4]([N:6]1[CH2:11][CH2:10][N:9]([CH:12]([CH2:22][OH:23])[C:13]#[C:14][C:15]2[CH:20]=[CH:19][CH:18]=[C:17]([Cl:21])[CH:16]=2)[CH2:8][CH2:7]1)=[O:5])[CH3:2].